This data is from Reaction yield outcomes from USPTO patents with 853,638 reactions. The task is: Predict the reaction yield, written as a fraction of the theoretical maximum amount of product (1.0 means a 100% yield; for example, 0.34 means a 34% yield). (1) The yield is 0.820. The product is [CH3:1][O:2][C:3](=[O:29])[CH:4]([CH3:28])[CH2:5][C:6]1[CH:27]=[CH:26][C:9]2[C:10]3[N:14]([CH2:15][CH2:16][O:17][C:8]=2[CH:7]=1)[CH:13]=[C:12]([C:18]1[N:19]([CH:23]([CH3:24])[CH3:25])[N:20]=[CH:21][N:22]=1)[N:11]=3. The reactants are [CH3:1][O:2][C:3](=[O:29])/[C:4](/[CH3:28])=[CH:5]/[C:6]1[CH:27]=[CH:26][C:9]2[C:10]3[N:14]([CH2:15][CH2:16][O:17][C:8]=2[CH:7]=1)[CH:13]=[C:12]([C:18]1[N:19]([CH:23]([CH3:25])[CH3:24])[N:20]=[CH:21][N:22]=1)[N:11]=3. The catalyst is [Pd]. (2) The reactants are [CH:1]1([C:4]2[CH:9]=[CH:8][N:7]=[CH:6][C:5]=2[N:10]2[CH2:14][CH2:13][NH:12][C:11]2=[O:15])[CH2:3][CH2:2]1.[Cl:16][C:17]1[CH:22]=[C:21](I)[CH:20]=[C:19]([Cl:24])[N:18]=1.[C@@H]1(N)CCCC[C@H]1N.P([O-])([O-])([O-])=O.[K+].[K+].[K+]. The catalyst is [Cu](I)I.O1CCOCC1. The product is [CH:1]1([C:4]2[CH:9]=[CH:8][N:7]=[CH:6][C:5]=2[N:10]2[CH2:14][CH2:13][N:12]([C:21]3[CH:20]=[C:19]([Cl:24])[N:18]=[C:17]([Cl:16])[CH:22]=3)[C:11]2=[O:15])[CH2:3][CH2:2]1. The yield is 0.930. (3) The reactants are [C:1]([N:9]1[C:15]2[CH:16]=[CH:17][CH:18]=[CH:19][C:14]=2[CH2:13][N:12]([S:20]([C:23]2[CH:28]=[CH:27][C:26]([O:29][CH2:30][CH:31]=[C:32]=[CH2:33])=[CH:25][CH:24]=2)(=[O:22])=[O:21])[CH:11]([C:34]([OH:36])=O)[CH2:10]1)(=[O:8])[C:2]1[CH:7]=[CH:6][CH:5]=[CH:4][CH:3]=1.[OH:37][N:38]1C2C=CC=CC=2N=N1.Cl.CN(C)CCCN=C=NCC.NO. The catalyst is O.CN(C)C=O. The product is [OH:37][NH:38][C:34]([CH:11]1[CH2:10][N:9]([C:1](=[O:8])[C:2]2[CH:3]=[CH:4][CH:5]=[CH:6][CH:7]=2)[C:15]2[CH:16]=[CH:17][CH:18]=[CH:19][C:14]=2[CH2:13][N:12]1[S:20]([C:23]1[CH:24]=[CH:25][C:26]([O:29][CH2:30][CH:31]=[C:32]=[CH2:33])=[CH:27][CH:28]=1)(=[O:22])=[O:21])=[O:36]. The yield is 0.400. (4) The reactants are [C:1]([O:5][C:6]([NH:8][C@@H:9]([CH2:13][C:14]1[CH:19]=[CH:18][C:17]([N+:20]([O-:22])=[O:21])=[CH:16][CH:15]=1)[C:10]([OH:12])=O)=[O:7])([CH3:4])([CH3:3])[CH3:2].C(N(CC)CC)C.ClC(OCC(C)C)=O.[N+:38](=[CH2:40])=[N-:39]. The catalyst is C1COCC1.CCOCC. The product is [C:1]([O:5][C:6](=[O:7])[NH:8][C@@H:9]([CH2:13][C:14]1[CH:19]=[CH:18][C:17]([N+:20]([O-:22])=[O:21])=[CH:16][CH:15]=1)[C:10](=[O:12])[CH:40]=[N+:38]=[N-:39])([CH3:2])([CH3:3])[CH3:4]. The yield is 0.820. (5) The reactants are Cl([O-])=O.[Na+].[Cl:5][C:6]1[CH:7]=[C:8]([O:31][CH2:32][CH:33]=[O:34])[CH:9]=[N:10][C:11]=1[O:12][C:13]1[CH:14]=[C:15]2[C:20](=[CH:21][CH:22]=1)[N:19]=[CH:18][N:17]=[C:16]2[NH:23][C:24]1[CH:29]=[N:28][C:27]([CH3:30])=[CH:26][N:25]=1.CC(=CC)C.P([O-])(O)(O)=[O:41].[Na+].Cl. The catalyst is CC(O)(C)C.O. The product is [Cl:5][C:6]1[CH:7]=[C:8]([O:31][CH2:32][C:33]([OH:41])=[O:34])[CH:9]=[N:10][C:11]=1[O:12][C:13]1[CH:14]=[C:15]2[C:20](=[CH:21][CH:22]=1)[N:19]=[CH:18][N:17]=[C:16]2[NH:23][C:24]1[CH:29]=[N:28][C:27]([CH3:30])=[CH:26][N:25]=1. The yield is 0.770.